This data is from Forward reaction prediction with 1.9M reactions from USPTO patents (1976-2016). The task is: Predict the product of the given reaction. (1) Given the reactants Br[C:2]1[C:7]([O:8][CH3:9])=[CH:6][C:5]([C:10]([CH3:18])([CH3:17])[CH2:11][CH2:12][CH2:13][CH2:14][CH2:15][CH3:16])=[CH:4][C:3]=1[O:19][CH3:20].[Li]CCCC.[B:26](OC)([O:29]C)[O:27]C.Cl, predict the reaction product. The product is: [CH3:20][O:19][C:3]1[CH:4]=[C:5]([C:10]([CH3:18])([CH2:11][CH2:12][CH2:13][CH2:14][CH2:15][CH3:16])[CH3:17])[CH:6]=[C:7]([O:8][CH3:9])[C:2]=1[B:26]([OH:29])[OH:27]. (2) The product is: [Cl:13][C:3]1[C:4]2[C:9](=[CH:8][CH:7]=[CH:6][CH:5]=2)[NH:1][C:2]=1[C:10]([OH:12])=[O:11]. Given the reactants [NH:1]1[C:9]2[C:4](=[CH:5][CH:6]=[CH:7][CH:8]=2)[CH:3]=[C:2]1[C:10]([OH:12])=[O:11].[Cl:13]N1C(=O)CCC1=O, predict the reaction product. (3) Given the reactants [C:1]([C:3]1[CH:8]=[CH:7][C:6]([S:9][C:10]2[CH:15]=[CH:14][C:13]([CH2:16][C:17]([O:19]CC)=[O:18])=[CH:12][CH:11]=2)=[CH:5][CH:4]=1)#[N:2].[OH-].[Na+].Cl, predict the reaction product. The product is: [C:1]([C:3]1[CH:4]=[CH:5][C:6]([S:9][C:10]2[CH:15]=[CH:14][C:13]([CH2:16][C:17]([OH:19])=[O:18])=[CH:12][CH:11]=2)=[CH:7][CH:8]=1)#[N:2]. (4) Given the reactants [H-].[H-].[H-].[H-].[Li+].[Al+3].[CH3:7][N:8]1[CH:14]2[CH2:15][CH2:16][CH:9]1[CH2:10][NH:11][C:12](=O)[CH2:13]2.O, predict the reaction product. The product is: [CH3:7][N:8]1[CH:14]2[CH2:15][CH2:16][CH:9]1[CH2:10][NH:11][CH2:12][CH2:13]2. (5) The product is: [C:19]([O:18][C:16]([N:23]1[CH2:29][CH2:28][CH2:27][CH2:26][CH2:25][C@H:24]1[C:30]([OH:32])=[O:31])=[O:17])([CH3:20])([CH3:21])[CH3:22]. Given the reactants C(N(CC)CC)C.[C:16](O[C:16]([O:18][C:19]([CH3:22])([CH3:21])[CH3:20])=[O:17])([O:18][C:19]([CH3:22])([CH3:21])[CH3:20])=[O:17].[NH:23]1[CH2:29][CH2:28][CH2:27][CH2:26][CH2:25][C@H:24]1[C:30]([OH:32])=[O:31], predict the reaction product.